From a dataset of Catalyst prediction with 721,799 reactions and 888 catalyst types from USPTO. Predict which catalyst facilitates the given reaction. (1) Reactant: [Cl:1][C:2]1[CH:7]=[C:6]([C:8]2[CH:13]=[CH:12][C:11]([F:14])=[CH:10][C:9]=2[F:15])[CH:5]=[C:4](Cl)[N:3]=1.[N-:17]=[N+]=[N-].[Na+].N1CCC[C@H]1C(O)=O. Product: [Cl:1][C:2]1[N:3]=[C:4]([NH2:17])[CH:5]=[C:6]([C:8]2[CH:13]=[CH:12][C:11]([F:14])=[CH:10][C:9]=2[F:15])[CH:7]=1. The catalyst class is: 16. (2) Reactant: [C:1]([C:5]1[CH:6]=[C:7]([NH:20][C:21]([NH:23][C@@H:24]2[C:33]3[C:28](=[CH:29][CH:30]=[CH:31][CH:32]=3)[C@H:27]([O:34][C:35]3[CH:36]=[CH:37][C:38]4[N:39]([C:41]([N:44]5[CH2:49][CH2:48][CH2:47][CH2:46][C@@H:45]5[CH3:50])=[N:42][N:43]=4)[CH:40]=3)[CH2:26][CH2:25]2)=[O:22])[N:8]([C:10]2[CH:15]=[CH:14][N:13]=[C:12]([O:16]CCO)[CH:11]=2)[N:9]=1)([CH3:4])([CH3:3])[CH3:2].[CH3:51][CH2:52][N:53]([CH:57](C)C)[CH:54](C)C.CS(Cl)(=O)=[O:62].O. Product: [CH:35]([OH:34])=[O:62].[C:1]([C:5]1[CH:6]=[C:7]([NH:20][C:21]([NH:23][C@@H:24]2[C:33]3[C:28](=[CH:29][CH:30]=[CH:31][CH:32]=3)[C@H:27]([O:34][C:35]3[CH:36]=[CH:37][C:38]4[N:39]([C:41]([N:44]5[CH2:49][CH2:48][CH2:47][CH2:46][C@@H:45]5[CH3:50])=[N:42][N:43]=4)[CH:40]=3)[CH2:26][CH2:25]2)=[O:22])[N:8]([C:10]2[CH:15]=[CH:14][N:13]([CH2:51][CH2:52][N:53]([CH3:57])[CH3:54])[C:12](=[O:16])[CH:11]=2)[N:9]=1)([CH3:2])([CH3:3])[CH3:4]. The catalyst class is: 2.